From a dataset of Reaction yield outcomes from USPTO patents with 853,638 reactions. Predict the reaction yield, written as a fraction of the theoretical maximum amount of product (1.0 means a 100% yield; for example, 0.34 means a 34% yield). (1) The reactants are Cl[C:2]1[CH:3]=[CH:4][C:5]2[C:14]3[CH:13]=[C:12]4[CH2:15][CH2:16][CH2:17][C:18](=[O:19])[C:11]4=[CH:10][C:9]=3[O:8][CH2:7][C:6]=2[CH:20]=1.P([O-])([O-])([O-])=O.[K+].[K+].[K+].CC(C1C=C(C(C)C)C(C2C=CC=CC=2P(C2CCCCC2)C2CCCCC2)=C(C(C)C)C=1)C.[Si:63]([C:67]#[CH:68])([CH3:66])([CH3:65])[CH3:64]. The catalyst is CC#N.CC#N.Cl[Pd]Cl.C(#N)C. The product is [CH3:64][Si:63]([C:67]#[C:68][C:2]1[CH:3]=[CH:4][C:5]2[C:14]3[CH:13]=[C:12]4[CH2:15][CH2:16][CH2:17][C:18](=[O:19])[C:11]4=[CH:10][C:9]=3[O:8][CH2:7][C:6]=2[CH:20]=1)([CH3:66])[CH3:65]. The yield is 0.334. (2) The yield is 0.270. The catalyst is ClCCl.C(OCC)(=O)C. The reactants are [CH3:1][C:2]1[CH:16]=[C:15]([O:17][CH2:18][C:19]2[N:20]=[C:21](/[CH:24]=[CH:25]/[C:26]3[CH:31]=[CH:30][C:29]([Cl:32])=[CH:28][C:27]=3[F:33])[O:22][CH:23]=2)[CH:14]=[CH:13][C:3]=1[CH2:4][S:5][CH2:6][CH2:7][N:8]1[CH:12]=[CH:11][N:10]=[N:9]1.ClC1C=CC=C(C(OO)=[O:42])C=1. The product is [Cl:32][C:29]1[CH:30]=[CH:31][C:26](/[CH:25]=[CH:24]/[C:21]2[O:22][CH:23]=[C:19]([CH2:18][O:17][C:15]3[CH:14]=[CH:13][C:3]([CH2:4][S:5]([CH2:6][CH2:7][N:8]4[CH:12]=[CH:11][N:10]=[N:9]4)=[O:42])=[C:2]([CH3:1])[CH:16]=3)[N:20]=2)=[C:27]([F:33])[CH:28]=1. (3) The reactants are [S:1]1[C:5]2=[C:6]3[C:10](=[CH:11][CH:12]=[C:4]2[N:3]=[CH:2]1)[NH:9][C:8](=[O:13])[C:7]3=O.Cl.[CH3:16][O:17][C:18]1[CH:19]=[C:20]([NH:24][NH2:25])[CH:21]=[CH:22][CH:23]=1. No catalyst specified. The product is [CH3:16][O:17][C:18]1[CH:19]=[C:20]([NH:24][N:25]=[C:7]2[C:6]3[C:10](=[CH:11][CH:12]=[C:4]4[N:3]=[CH:2][S:1][C:5]4=3)[NH:9][C:8]2=[O:13])[CH:21]=[CH:22][CH:23]=1. The yield is 0.440. (4) The reactants are [F:1][C:2]([F:7])([F:6])[C:3]([OH:5])=[O:4].FC(F)(F)C(O)=O.[Cl:15][C:16]1[CH:17]=[N:18][C:19]2[NH:20][C:21]3[CH:22]=[CH:23][CH:24]=[C:25]([CH:46]=3)[CH2:26][CH2:27][C:28]3[CH:36]=[C:32]([NH:33][C:34]=1[N:35]=2)[CH:31]=[CH:30][C:29]=3[NH:37][C:38]([CH:40]1[CH2:45][CH2:44][CH2:43][NH:42][CH2:41]1)=[O:39].[N:47]([CH2:50][CH3:51])=[C:48]=[O:49]. No catalyst specified. The product is [F:1][C:2]([F:7])([F:6])[C:3]([OH:5])=[O:4].[Cl:15][C:16]1[CH:17]=[N:18][C:19]2[NH:20][C:21]3[CH:22]=[CH:23][CH:24]=[C:25]([CH:46]=3)[CH2:26][CH2:27][C:28]3[CH:36]=[C:32]([NH:33][C:34]=1[N:35]=2)[CH:31]=[CH:30][C:29]=3[NH:37][C:38]([CH:40]1[CH2:45][CH2:44][CH2:43][N:42]([C:48]([NH:47][CH2:50][CH3:51])=[O:49])[CH2:41]1)=[O:39]. The yield is 0.360. (5) The reactants are [CH2:1]([O:3][C:4](=[O:20])[CH:5]=[CH:6][C:7]1[CH:12]=[CH:11][CH:10]=[C:9]([CH:13]=[CH:14][C:15]([O:17][CH2:18][CH3:19])=[O:16])[CH:8]=1)[CH3:2]. The catalyst is CO.[Pd]. The product is [CH2:1]([O:3][C:4](=[O:20])[CH2:5][CH2:6][C:7]1[CH:12]=[CH:11][CH:10]=[C:9]([CH2:13][CH2:14][C:15]([O:17][CH2:18][CH3:19])=[O:16])[CH:8]=1)[CH3:2]. The yield is 0.940.